Dataset: Full USPTO retrosynthesis dataset with 1.9M reactions from patents (1976-2016). Task: Predict the reactants needed to synthesize the given product. (1) Given the product [C:1]([N:23]1[CH2:24][CH2:25][CH:20]([C:17]2[CH:16]=[CH:15][C:14]([Cl:13])=[CH:19][CH:18]=2)[CH2:21][CH2:22]1)(=[O:12])/[CH:2]=[CH:3]/[CH2:4][CH2:5][CH2:6][CH2:7][CH2:8][CH2:9][CH3:10], predict the reactants needed to synthesize it. The reactants are: [C:1]([OH:12])(=O)/[CH:2]=[CH:3]/[CH2:4][CH2:5][CH2:6][CH2:7][CH2:8][CH2:9][CH3:10].[Cl:13][C:14]1[CH:19]=[CH:18][C:17]([CH:20]2[CH2:25][CH2:24][NH:23][CH2:22][CH2:21]2)=[CH:16][CH:15]=1. (2) The reactants are: [OH-].[Na+].[Cl:3][C:4]1[CH:33]=[CH:32][C:7]([O:8][C:9]2[C:17]3[C:12](=[CH:13][CH:14]=[CH:15][C:16]=3[NH:18][S:19]([CH3:22])(=[O:21])=[O:20])[N:11]([CH2:23][C:24]([O:26]C(C)(C)C)=[O:25])[C:10]=2[CH3:31])=[CH:6][CH:5]=1.O. Given the product [Cl:3][C:4]1[CH:5]=[CH:6][C:7]([O:8][C:9]2[C:17]3[C:12](=[CH:13][CH:14]=[CH:15][C:16]=3[NH:18][S:19]([CH3:22])(=[O:20])=[O:21])[N:11]([CH2:23][C:24]([OH:26])=[O:25])[C:10]=2[CH3:31])=[CH:32][CH:33]=1, predict the reactants needed to synthesize it. (3) Given the product [C:1]([C:5]1[N:10]=[C:9]([C:19]2[CH:18]=[N:17][CH:22]=[CH:21][CH:20]=2)[C:8]([C:12]([O:14][CH2:15][CH3:16])=[O:13])=[CH:7][N:6]=1)([CH3:4])([CH3:3])[CH3:2], predict the reactants needed to synthesize it. The reactants are: [C:1]([C:5]1[N:10]=[C:9](Cl)[C:8]([C:12]([O:14][CH2:15][CH3:16])=[O:13])=[CH:7][N:6]=1)([CH3:4])([CH3:3])[CH3:2].[N:17]1[CH:22]=[CH:21][CH:20]=[C:19](B(O)O)[CH:18]=1. (4) Given the product [CH3:18][C:8]1([CH3:19])[C:7](=[O:20])[N:6]([CH2:5][CH2:4][C:3]([OH:21])=[O:2])[C:11]2[CH:12]=[C:13]([CH3:17])[CH:14]=[C:15]([CH3:16])[C:10]=2[O:9]1, predict the reactants needed to synthesize it. The reactants are: C[O:2][C:3](=[O:21])[CH2:4][CH2:5][N:6]1[C:11]2[CH:12]=[C:13]([CH3:17])[CH:14]=[C:15]([CH3:16])[C:10]=2[O:9][C:8]([CH3:19])([CH3:18])[C:7]1=[O:20].[OH-].[Li+].